This data is from TCR-epitope binding with 47,182 pairs between 192 epitopes and 23,139 TCRs. The task is: Binary Classification. Given a T-cell receptor sequence (or CDR3 region) and an epitope sequence, predict whether binding occurs between them. (1) The epitope is PKYVKQNTLKLAT. The TCR CDR3 sequence is CASSLQGIYTF. Result: 1 (the TCR binds to the epitope). (2) The TCR CDR3 sequence is CATQGLNTGELFF. The epitope is FLYNLLTRV. Result: 0 (the TCR does not bind to the epitope). (3) The epitope is QIKVRVKMV. The TCR CDR3 sequence is CASSQDPWTSGGADEQFF. Result: 0 (the TCR does not bind to the epitope). (4) The epitope is KLSYGIATV. The TCR CDR3 sequence is CASSQWQGYEQYF. Result: 1 (the TCR binds to the epitope). (5) Result: 1 (the TCR binds to the epitope). The TCR CDR3 sequence is CRLRDRGTDTQYF. The epitope is LLWNGPMAV. (6) The TCR CDR3 sequence is CASSSHVGGGGASIDTQYF. Result: 1 (the TCR binds to the epitope). The epitope is ATDALMTGY.